From a dataset of Catalyst prediction with 721,799 reactions and 888 catalyst types from USPTO. Predict which catalyst facilitates the given reaction. Reactant: [N+:1]([C:4]1[CH:5]=[C:6]([CH:10]=[CH:11][C:12]=1[C:13]([F:16])([F:15])[F:14])[C:7]([OH:9])=O)([O-:3])=[O:2].S(Cl)(Cl)=O.[CH3:21][N:22]([CH:24]=O)C. Product: [N+:1]([C:4]1[CH:5]=[C:6]([CH:10]=[CH:11][C:12]=1[C:13]([F:16])([F:15])[F:14])[C:7]([N:22]1[C:21]2[C:6](=[CH:5][CH:4]=[CH:12][CH:13]=2)[CH2:10][CH2:11][CH2:24]1)=[O:9])([O-:3])=[O:2]. The catalyst class is: 11.